From a dataset of Peptide-MHC class I binding affinity with 185,985 pairs from IEDB/IMGT. Regression. Given a peptide amino acid sequence and an MHC pseudo amino acid sequence, predict their binding affinity value. This is MHC class I binding data. (1) The peptide sequence is KFQPESPSK. The MHC is HLA-A30:01 with pseudo-sequence HLA-A30:01. The binding affinity (normalized) is 0.724. (2) The peptide sequence is LLYDGSFAV. The MHC is HLA-A02:19 with pseudo-sequence HLA-A02:19. The binding affinity (normalized) is 1.00. (3) The peptide sequence is LPAEVRAAF. The MHC is HLA-B07:02 with pseudo-sequence HLA-B07:02. The binding affinity (normalized) is 0.898. (4) The peptide sequence is VLWEGGHDL. The MHC is HLA-A02:01 with pseudo-sequence HLA-A02:01. The binding affinity (normalized) is 0.754. (5) The peptide sequence is YIGLVESVA. The MHC is HLA-A02:06 with pseudo-sequence HLA-A02:06. The binding affinity (normalized) is 0.294. (6) The peptide sequence is PTPLSPPLR. The MHC is Patr-A0401 with pseudo-sequence Patr-A0401. The binding affinity (normalized) is 0.138. (7) The peptide sequence is LWFHISCLTF. The MHC is HLA-A24:02 with pseudo-sequence HLA-A24:02. The binding affinity (normalized) is 0.827. (8) The peptide sequence is NYMPYVFTL. The MHC is HLA-A30:02 with pseudo-sequence HLA-A30:02. The binding affinity (normalized) is 0.0935.